From a dataset of Forward reaction prediction with 1.9M reactions from USPTO patents (1976-2016). Predict the product of the given reaction. Given the reactants [NH2:1][C:2]1[CH:7]=[CH:6][C:5]([C:8]2[N:12]([CH3:13])[C:11]([C:14]#[N:15])=[CH:10][CH:9]=2)=[CH:4][CH:3]=1.[CH3:16][S:17](Cl)(=[O:19])=[O:18], predict the reaction product. The product is: [C:14]([C:11]1[N:12]([CH3:13])[C:8]([C:5]2[CH:6]=[CH:7][C:2]([N:1]([S:17]([CH3:16])(=[O:19])=[O:18])[S:17]([CH3:16])(=[O:19])=[O:18])=[CH:3][CH:4]=2)=[CH:9][CH:10]=1)#[N:15].